Dataset: Forward reaction prediction with 1.9M reactions from USPTO patents (1976-2016). Task: Predict the product of the given reaction. (1) Given the reactants [C:1]([O:5][C:6]([N:8]1[CH2:13][C@@H:12]2[CH2:14][C@H:9]1[CH2:10][NH:11]2)=[O:7])([CH3:4])([CH3:3])[CH3:2].[Cl:15][C:16]1[CH:21]=[N:20][CH:19]=[C:18](Cl)[N:17]=1, predict the reaction product. The product is: [NH3:8].[Cl:15][C:16]1[N:17]=[C:18]([N:11]2[CH2:10][C@@H:9]3[CH2:14][C@H:12]2[CH2:13][N:8]3[C:6]([O:5][C:1]([CH3:4])([CH3:2])[CH3:3])=[O:7])[CH:19]=[N:20][CH:21]=1. (2) Given the reactants [Cl:1][C:2]1[CH:3]=[C:4]([CH2:19]O)[C:5]2[O:9][C:8]([C:10]3[CH:15]=[CH:14][C:13]([F:16])=[CH:12][C:11]=3[F:17])=[CH:7][C:6]=2[CH:18]=1.S(Cl)([Cl:23])=O, predict the reaction product. The product is: [Cl:1][C:2]1[CH:3]=[C:4]([CH2:19][Cl:23])[C:5]2[O:9][C:8]([C:10]3[CH:15]=[CH:14][C:13]([F:16])=[CH:12][C:11]=3[F:17])=[CH:7][C:6]=2[CH:18]=1. (3) The product is: [Cl:12][C:11]1[C:6]2[N:7]([C:13]([C:14]3[CH:15]=[C:16]([CH:17]=[CH:18][CH:19]=3)[O:20][C:22]3[CH:23]=[C:24]([S:28]([N:31]([CH2:41][C:42]4[CH:47]=[CH:46][C:45]([O:48][CH3:49])=[CH:44][CH:43]=4)[CH2:32][C:33]4[CH:38]=[CH:37][C:36]([O:39][CH3:40])=[CH:35][CH:34]=4)(=[O:30])=[O:29])[CH:25]=[CH:26][CH:27]=3)=[C:4]([CH:1]([CH3:3])[CH3:2])[N:5]=2)[CH:8]=[CH:9][CH:10]=1. Given the reactants [CH:1]([C:4]1[N:5]=[C:6]2[C:11]([Cl:12])=[CH:10][CH:9]=[CH:8][N:7]2[C:13]=1[C:14]1[CH:15]=[C:16]([OH:20])[CH:17]=[CH:18][CH:19]=1)([CH3:3])[CH3:2].Br[C:22]1[CH:23]=[C:24]([S:28]([N:31]([CH2:41][C:42]2[CH:47]=[CH:46][C:45]([O:48][CH3:49])=[CH:44][CH:43]=2)[CH2:32][C:33]2[CH:38]=[CH:37][C:36]([O:39][CH3:40])=[CH:35][CH:34]=2)(=[O:30])=[O:29])[CH:25]=[CH:26][CH:27]=1.N(CC(O)=O)(C)C.Cl.C(=O)([O-])[O-].[Cs+].[Cs+], predict the reaction product. (4) Given the reactants CO[C:3](=[O:29])/[CH:4]=[CH:5]/[C:6]1[C:7]([NH:21][C:22]2[CH:27]=[CH:26][CH:25]=[CH:24][C:23]=2[Cl:28])=[N:8][C:9](SC)=[N:10][C:11]=1[C:12]1[CH:17]=[CH:16][CH:15]=[CH:14][C:13]=1[Cl:18].[Na].[CH2:31]([OH:34])[CH2:32][OH:33], predict the reaction product. The product is: [Cl:18][C:13]1[CH:14]=[CH:15][CH:16]=[CH:17][C:12]=1[C:11]1[C:6]2[CH:5]=[CH:4][C:3](=[O:29])[N:21]([C:22]3[CH:27]=[CH:26][CH:25]=[CH:24][C:23]=3[Cl:28])[C:7]=2[N:8]=[C:9]([O:33][CH2:32][CH2:31][OH:34])[N:10]=1.